This data is from Forward reaction prediction with 1.9M reactions from USPTO patents (1976-2016). The task is: Predict the product of the given reaction. Given the reactants [C:1]([O:5][C:6](=[O:34])[N:7]([CH2:23][CH2:24][CH2:25][CH2:26][N:27]([CH2:31][CH2:32][CH3:33])[CH2:28][CH2:29][CH3:30])[CH2:8][C:9]1[CH:14]=[CH:13][C:12]([CH2:15][NH:16][CH2:17][C:18]2[NH:19][CH:20]=[CH:21][N:22]=2)=[CH:11][CH:10]=1)([CH3:4])([CH3:3])[CH3:2].[C:35]([BH3-])#[N:36].[Na+].[C:39](O)(=O)[CH3:40].[OH-].[Na+], predict the reaction product. The product is: [C:1]([O:5][C:6](=[O:34])[N:7]([CH2:23][CH2:24][CH2:25][CH2:26][N:27]([CH2:28][CH2:29][CH3:30])[CH2:31][CH2:32][CH3:33])[CH2:8][C:9]1[CH:10]=[CH:11][C:12]([CH2:15][N:16]([CH2:17][C:18]2[NH:19][CH:20]=[CH:21][N:22]=2)[CH2:11][C:10]2[CH:9]=[CH:8][C:39]([CH3:40])=[CH:35][N:36]=2)=[CH:13][CH:14]=1)([CH3:3])([CH3:4])[CH3:2].